Dataset: Reaction yield outcomes from USPTO patents with 853,638 reactions. Task: Predict the reaction yield, written as a fraction of the theoretical maximum amount of product (1.0 means a 100% yield; for example, 0.34 means a 34% yield). (1) The reactants are Cl.Br[C:3]1[CH:4]=[C:5]([N:9]2[C:13]([NH2:14])=[CH:12][C:11]([C:15]([CH3:18])([CH3:17])[CH3:16])=[N:10]2)[CH:6]=[CH:7][CH:8]=1.CC1(C)C(C)(C)OB([C:27]2[CH:28]=[N:29][N:30](C(OC(C)(C)C)=O)[CH:31]=2)O1.C([O-])([O-])=O.[Cs+].[Cs+]. The catalyst is CN(C=O)C.O.C1(P(C2C=CC=CC=2)C2C=CC=CC=2)C=CC=CC=1.C1(P(C2C=CC=CC=2)C2C=CC=CC=2)C=CC=CC=1.C1(P(C2C=CC=CC=2)C2C=CC=CC=2)C=CC=CC=1.C1(P(C2C=CC=CC=2)C2C=CC=CC=2)C=CC=CC=1.[Pd]. The product is [NH:29]1[CH:28]=[C:27]([C:3]2[CH:4]=[C:5]([N:9]3[C:13]([NH2:14])=[CH:12][C:11]([C:15]([CH3:18])([CH3:17])[CH3:16])=[N:10]3)[CH:6]=[CH:7][CH:8]=2)[CH:31]=[N:30]1. The yield is 0.760. (2) The catalyst is CC#N.CN(C)C1C=CN=CC=1. The product is [Cl:22][CH2:21][CH2:20][O:19][C:16]1[CH:17]=[CH:18][C:13]([C:12]([CH:5]2[C:4](=[O:24])[C:3]3[C:7](=[CH:8][CH:9]=[CH:10][C:2]=3[NH:1][C:35]([NH:36][N:37]3[CH2:42][CH2:41][O:40][CH2:39][CH2:38]3)=[O:34])[C:6]2=[O:11])=[O:23])=[CH:14][CH:15]=1. The yield is 0.820. The reactants are [NH2:1][C:2]1[CH:10]=[CH:9][CH:8]=[C:7]2[C:3]=1[C:4](=[O:24])[CH:5]([C:12](=[O:23])[C:13]1[CH:18]=[CH:17][C:16]([O:19][CH2:20][CH2:21][Cl:22])=[CH:15][CH:14]=1)[C:6]2=[O:11].[N+](C1C=CC([O:34][C:35](=O)[NH:36][N:37]2[CH2:42][CH2:41][O:40][CH2:39][CH2:38]2)=CC=1)([O-])=O.